Predict the reaction yield, written as a fraction of the theoretical maximum amount of product (1.0 means a 100% yield; for example, 0.34 means a 34% yield). From a dataset of Reaction yield outcomes from USPTO patents with 853,638 reactions. (1) The reactants are [N:1]1([CH2:6][CH2:7][CH2:8][N:9]2[CH2:14][CH2:13][S:12][C:11]3[CH:15]=[C:16]([NH2:19])[CH:17]=[CH:18][C:10]2=3)[CH2:5][CH2:4][CH2:3][CH2:2]1.I.[S:21]1[CH:25]=[CH:24][CH:23]=[C:22]1[C:26](SC)=[NH:27]. The catalyst is C(O)C.C([O-])(O)=O.[Na+]. The product is [N:1]1([CH2:6][CH2:7][CH2:8][N:9]2[CH2:14][CH2:13][S:12][C:11]3[CH:15]=[C:16]([NH:19][C:26]([C:22]4[S:21][CH:25]=[CH:24][CH:23]=4)=[NH:27])[CH:17]=[CH:18][C:10]2=3)[CH2:5][CH2:4][CH2:3][CH2:2]1. The yield is 0.850. (2) The reactants are [C:1]([C:4]1[CH:9]=[N:8][NH:7][C:6](=[O:10])[C:5]=1[C:11]1[CH:16]=[CH:15][CH:14]=[CH:13][CH:12]=1)(=[O:3])[CH3:2].C(=O)([O-])[O-].[K+].[K+].[CH2:23](Br)[C:24]1[CH:29]=[CH:28][CH:27]=[CH:26][CH:25]=1. The catalyst is CN(C=O)C. The product is [C:1]([C:4]1[CH:9]=[N:8][N:7]([CH2:23][C:24]2[CH:29]=[CH:28][CH:27]=[CH:26][CH:25]=2)[C:6](=[O:10])[C:5]=1[C:11]1[CH:16]=[CH:15][CH:14]=[CH:13][CH:12]=1)(=[O:3])[CH3:2]. The yield is 0.800. (3) The reactants are [CH3:1][C:2]1[C:3]([CH:9]([CH:12]2[CH2:14][CH2:13]2)[CH:10]=O)=[N:4][CH:5]=[CH:6][C:7]=1[Cl:8].[C:15]([O:23][CH2:24][CH3:25])(=[O:22])[CH2:16][C:17]([O:19][CH2:20][CH3:21])=[O:18].N1CCCCC1.C(O)(=O)C. The catalyst is C(O)C. The product is [CH2:20]([O:19][C:17](=[O:18])[C:16](=[CH:10][CH:9]([C:3]1[C:2]([CH3:1])=[C:7]([Cl:8])[CH:6]=[CH:5][N:4]=1)[CH:12]1[CH2:14][CH2:13]1)[C:15]([O:23][CH2:24][CH3:25])=[O:22])[CH3:21]. The yield is 0.710. (4) The reactants are Cl[C:2]1[CH:18]=[CH:17][C:5]([C:6]([NH:8][C:9]2[CH:14]=[CH:13][C:12]([CH3:15])=[C:11]([I:16])[CH:10]=2)=[O:7])=[CH:4][N:3]=1.C(N(C(C)C)CC)(C)C.[OH:28][C:29]1([C:35]2[CH:40]=[CH:39][CH:38]=[CH:37][CH:36]=2)[CH2:34][CH2:33][NH:32][CH2:31][CH2:30]1. The catalyst is CN(C1C=CN=CC=1)C.O1CCOCC1. The product is [I:16][C:11]1[CH:10]=[C:9]([NH:8][C:6]([C:5]2[CH:17]=[CH:18][C:2]([N:32]3[CH2:33][CH2:34][C:29]([OH:28])([C:35]4[CH:36]=[CH:37][CH:38]=[CH:39][CH:40]=4)[CH2:30][CH2:31]3)=[N:3][CH:4]=2)=[O:7])[CH:14]=[CH:13][C:12]=1[CH3:15]. The yield is 0.650. (5) The reactants are [NH2:1][C:2]1[C:3]([CH3:13])=[C:4]([CH:9]=[C:10]([Br:12])[CH:11]=1)[C:5]([O:7][CH3:8])=[O:6].[O:14]1[CH2:19][CH2:18][C:17](=O)[CH2:16][CH2:15]1.C(O)(=O)C.C(O[BH-](OC(=O)C)OC(=O)C)(=O)C.[Na+]. The catalyst is ClCCCl.O.C([O-])(O)=O.[Na+]. The product is [Br:12][C:10]1[CH:11]=[C:2]([NH:1][CH:17]2[CH2:18][CH2:19][O:14][CH2:15][CH2:16]2)[C:3]([CH3:13])=[C:4]([CH:9]=1)[C:5]([O:7][CH3:8])=[O:6]. The yield is 0.750.